Dataset: Catalyst prediction with 721,799 reactions and 888 catalyst types from USPTO. Task: Predict which catalyst facilitates the given reaction. (1) Reactant: [C:1]([O:5][C:6]([NH:8][CH2:9][CH2:10][NH:11][CH:12]1[CH2:17][CH2:16][CH:15]([CH2:18][C:19]([O:21][CH2:22][CH3:23])=[O:20])[CH2:14][CH2:13]1)=[O:7])([CH3:4])([CH3:3])[CH3:2].C=O.[C:26](O)(=O)C.C(O[BH-](OC(=O)C)OC(=O)C)(=O)C.[Na+].C(=O)([O-])[O-].[Na+].[Na+]. Product: [C:1]([O:5][C:6]([NH:8][CH2:9][CH2:10][N:11]([CH3:26])[CH:12]1[CH2:17][CH2:16][CH:15]([CH2:18][C:19]([O:21][CH2:22][CH3:23])=[O:20])[CH2:14][CH2:13]1)=[O:7])([CH3:4])([CH3:3])[CH3:2]. The catalyst class is: 96. (2) Reactant: [F:1][C:2]([F:53])([F:52])[C:3]1[CH:4]=[C:5]([C@H:13]([N:15]([CH3:51])[C:16]([N:18]2[CH2:42][CH2:41][C@:21]3([N:25](C(OCC4C=CC=CC=4)=O)[C:24](=[O:36])[CH:23]([C:37]([O:39][CH3:40])=[O:38])[CH2:22]3)[CH2:20][C@@H:19]2[C:43]2[CH:48]=[CH:47][C:46]([F:49])=[CH:45][C:44]=2[CH3:50])=[O:17])[CH3:14])[CH:6]=[C:7]([C:9]([F:12])([F:11])[F:10])[CH:8]=1. Product: [F:53][C:2]([F:1])([F:52])[C:3]1[CH:4]=[C:5]([C@H:13]([N:15]([CH3:51])[C:16]([N:18]2[CH2:42][CH2:41][C@:21]3([NH:25][C:24](=[O:36])[CH:23]([C:37]([O:39][CH3:40])=[O:38])[CH2:22]3)[CH2:20][C@@H:19]2[C:43]2[CH:48]=[CH:47][C:46]([F:49])=[CH:45][C:44]=2[CH3:50])=[O:17])[CH3:14])[CH:6]=[C:7]([C:9]([F:11])([F:10])[F:12])[CH:8]=1. The catalyst class is: 19.